Dataset: Catalyst prediction with 721,799 reactions and 888 catalyst types from USPTO. Task: Predict which catalyst facilitates the given reaction. (1) Reactant: B(Br)(Br)Br.[N:5]1([N:10]([CH2:19][C:20]2[CH:27]=[CH:26][C:23]([C:24]#[N:25])=[CH:22][CH:21]=2)[C:11]2[CH:16]=[CH:15][C:14]([O:17]C)=[CH:13][CH:12]=2)[CH:9]=[CH:8][N:7]=[CH:6]1.C([O-])(O)=O.[Na+]. Product: [OH:17][C:14]1[CH:13]=[CH:12][C:11]([N:10]([CH2:19][C:20]2[CH:21]=[CH:22][C:23]([C:24]#[N:25])=[CH:26][CH:27]=2)[N:5]2[CH:9]=[CH:8][N:7]=[CH:6]2)=[CH:16][CH:15]=1. The catalyst class is: 4. (2) Reactant: [CH3:1][C:2]1[CH:6]=[C:5]([CH3:7])[N:4]([C:8]2[CH:9]=[C:10]([OH:14])[CH:11]=[CH:12][CH:13]=2)[N:3]=1.Br[C:16]1[CH:28]=[CH:27][C:26]2[C:25]3[C:20](=[CH:21][CH:22]=[CH:23][CH:24]=3)[N:19]([C:29]3[CH:34]=[CH:33][CH:32]=[CH:31][N:30]=3)[C:18]=2[CH:17]=1.N1C=CC=CC=1C(O)=O.[O-]P([O-])([O-])=O.[K+].[K+].[K+]. Product: [CH3:1][C:2]1[CH:6]=[C:5]([CH3:7])[N:4]([C:8]2[CH:9]=[C:10]([CH:11]=[CH:12][CH:13]=2)[O:14][C:16]2[CH:28]=[CH:27][C:26]3[C:25]4[C:20](=[CH:21][CH:22]=[CH:23][CH:24]=4)[N:19]([C:29]4[CH:34]=[CH:33][CH:32]=[CH:31][N:30]=4)[C:18]=3[CH:17]=2)[N:3]=1. The catalyst class is: 419. (3) Reactant: [Cl:1][C:2]1[CH:7]=[C:6]([NH:8][CH:9](SC)[NH:10][C:11]#[N:12])[CH:5]=[C:4]([C:15]([F:18])([F:17])[F:16])[C:3]=1[C:19]1[CH:24]=[CH:23][C:22]([S:25]([N:28]2[CH2:33][CH2:32][O:31][CH2:30][CH2:29]2)(=[O:27])=[O:26])=[CH:21][CH:20]=1.[NH2:34][NH2:35]. Product: [Cl:1][C:2]1[CH:7]=[C:6]([NH:8][C:9]2[N:10]=[C:11]([NH2:12])[NH:35][N:34]=2)[CH:5]=[C:4]([C:15]([F:17])([F:16])[F:18])[C:3]=1[C:19]1[CH:24]=[CH:23][C:22]([S:25]([N:28]2[CH2:29][CH2:30][O:31][CH2:32][CH2:33]2)(=[O:27])=[O:26])=[CH:21][CH:20]=1. The catalyst class is: 8. (4) Reactant: [C:1]([O:5][C:6]([N:8]1[CH2:15][CH2:14][CH2:13][C@H:9]1[C:10]([OH:12])=O)=[O:7])([CH3:4])([CH3:3])[CH3:2].[CH2:16]([NH2:20])[CH2:17][CH2:18][CH3:19]. Product: [CH2:16]([NH:20][C:10](=[O:12])[C@@H:9]1[CH2:13][CH2:14][CH2:15][N:8]1[C:6]([O:5][C:1]([CH3:2])([CH3:3])[CH3:4])=[O:7])[CH2:17][CH2:18][CH3:19]. The catalyst class is: 7. (5) The catalyst class is: 40. Reactant: [Cl:1][C:2]1[C:7]([CH:8]=O)=[C:6]([Cl:10])[CH:5]=[CH:4][N:3]=1.Cl.[NH2:12][OH:13].[OH-].[Na+]. Product: [Cl:1][C:2]1[C:7]([CH:8]=[N:12][OH:13])=[C:6]([Cl:10])[CH:5]=[CH:4][N:3]=1.